From a dataset of Full USPTO retrosynthesis dataset with 1.9M reactions from patents (1976-2016). Predict the reactants needed to synthesize the given product. (1) The reactants are: Cl.[Cl:2][C:3]1[C:7]([Cl:8])=[C:6]([CH3:9])[NH:5][C:4]=1[C:10]([NH:12][C@@H:13]1[CH2:18][CH2:17][NH:16][CH2:15][C@@H:14]1[O:19][CH3:20])=[O:11].Cl[C:22]1[S:23][C:24]([C:33]([O:35][CH2:36][CH3:37])=[O:34])=[C:25]([C:27]2[N:32]=[CH:31][CH:30]=[CH:29][N:28]=2)[N:26]=1.C(=O)(O)[O-].[Na+].C(O)(=O)CC(CC(O)=O)(C(O)=O)O. Given the product [Cl:2][C:3]1[C:7]([Cl:8])=[C:6]([CH3:9])[NH:5][C:4]=1[C:10]([NH:12][C@@H:13]1[CH2:18][CH2:17][N:16]([C:22]2[S:23][C:24]([C:33]([O:35][CH2:36][CH3:37])=[O:34])=[C:25]([C:27]3[N:32]=[CH:31][CH:30]=[CH:29][N:28]=3)[N:26]=2)[CH2:15][C@@H:14]1[O:19][CH3:20])=[O:11], predict the reactants needed to synthesize it. (2) Given the product [OH:6][C:7]1[C:20]2[C:19](=[O:21])[C:18]3[C:13](=[CH:14][CH:15]=[CH:16][C:17]=3[OH:22])[C:12](=[O:23])[C:11]=2[CH:10]=[C:9]([NH:24][C:3](=[O:4])[CH2:2][I:1])[CH:8]=1, predict the reactants needed to synthesize it. The reactants are: [I:1][CH2:2][C:3](Cl)=[O:4].[OH:6][C:7]1[C:20]2[C:19](=[O:21])[C:18]3[C:13](=[CH:14][CH:15]=[CH:16][C:17]=3[OH:22])[C:12](=[O:23])[C:11]=2[CH:10]=[C:9]([NH2:24])[CH:8]=1.C(Cl)Cl.CO. (3) Given the product [O:11]=[C:10]1[C:6]2[CH:5]=[CH:4][N:3]=[C:2]([NH:31][C:26](=[O:30])[CH:27]([CH3:29])[CH3:28])[C:7]=2[CH2:8][N:9]1[CH:12]([C:14]1[CH:15]=[N:16][C:17]([O:20][CH2:21][C:22]([F:25])([F:24])[F:23])=[CH:18][CH:19]=1)[CH3:13], predict the reactants needed to synthesize it. The reactants are: Cl[C:2]1[C:7]2[CH2:8][N:9]([CH:12]([C:14]3[CH:15]=[N:16][C:17]([O:20][CH2:21][C:22]([F:25])([F:24])[F:23])=[CH:18][CH:19]=3)[CH3:13])[C:10](=[O:11])[C:6]=2[CH:5]=[CH:4][N:3]=1.[C:26]([NH2:31])(=[O:30])[CH:27]([CH3:29])[CH3:28].CC1(C)C2C=CC=C(P(C3C=CC=CC=3)C3C=CC=CC=3)C=2OC2C1=CC=CC=2P(C1C=CC=CC=1)C1C=CC=CC=1.P([O-])([O-])([O-])=O.[K+].[K+].[K+]. (4) Given the product [ClH:22].[Cl:22][C:19]1[CH:20]=[CH:21][C:16]([NH:15][C:9]2[C:8]3[C:13](=[CH:14][C:5]([O:4][CH2:3][CH2:2][S:26][C:27]4[N:31]([CH3:32])[N:30]=[N:29][N:28]=4)=[C:6]([O:24][CH3:25])[CH:7]=3)[N:12]=[CH:11][N:10]=2)=[C:17]([F:23])[CH:18]=1, predict the reactants needed to synthesize it. The reactants are: Br[CH2:2][CH2:3][O:4][C:5]1[CH:14]=[C:13]2[C:8]([C:9]([NH:15][C:16]3[CH:21]=[CH:20][C:19]([Cl:22])=[CH:18][C:17]=3[F:23])=[N:10][CH:11]=[N:12]2)=[CH:7][C:6]=1[O:24][CH3:25].[SH:26][C:27]1[N:31]([CH3:32])[N:30]=[N:29][N:28]=1. (5) Given the product [CH2:27]([C@@H:16]1[N:15]([S:12]([C:9]2[CH:10]=[CH:11][C:6]([OH:5])=[CH:7][CH:8]=2)(=[O:14])=[O:13])[C:24]2[C:19](=[CH:20][CH:21]=[C:22]([F:25])[CH:23]=2)[N:18]([CH2:37][CH2:38][CH3:39])[C:17]1=[O:26])[CH3:28], predict the reactants needed to synthesize it. The reactants are: C(=O)([O:5][C:6]1[CH:11]=[CH:10][C:9]([S:12]([N:15]2[C:24]3[C:19](=[CH:20][CH:21]=[C:22]([F:25])[CH:23]=3)[NH:18][C:17](=[O:26])[C@@H:16]2[CH2:27][CH3:28])(=[O:14])=[O:13])=[CH:8][CH:7]=1)OCC.C(=O)([O-])[O-].[Cs+].[Cs+].I[CH2:37][CH2:38][CH3:39].[OH-].[Na+].Cl.